Dataset: Catalyst prediction with 721,799 reactions and 888 catalyst types from USPTO. Task: Predict which catalyst facilitates the given reaction. (1) Reactant: [CH3:1][O:2][C:3]([C:5]1[C:6]([NH2:15])=[C:7](Br)[CH:8]=[C:9]2[C:13]=1[NH:12][N:11]=[CH:10]2)=[O:4].[C:16]([O-])([O-])=O.[K+].[K+].CB1OB(C)OB(C)O1. Product: [CH3:1][O:2][C:3]([C:5]1[C:6]([NH2:15])=[C:7]([CH3:16])[CH:8]=[C:9]2[C:13]=1[NH:12][N:11]=[CH:10]2)=[O:4]. The catalyst class is: 12. (2) Reactant: C([O:5][C:6](=[O:34])[C:7]1[CH:12]=[CH:11][CH:10]=[C:9]([C:13]2[CH2:17][O:16][C:15](=[O:18])[C:14]=2[C:19]2[CH:24]=[C:23]([Cl:25])[CH:22]=[CH:21][C:20]=2[O:26][CH2:27][C:28]2[CH:33]=[CH:32][CH:31]=[CH:30][CH:29]=2)[CH:8]=1)(C)(C)C.FC(F)(F)C(O)=O. Product: [CH2:27]([O:26][C:20]1[CH:21]=[CH:22][C:23]([Cl:25])=[CH:24][C:19]=1[C:14]1[C:15](=[O:18])[O:16][CH2:17][C:13]=1[C:9]1[CH:8]=[C:7]([CH:12]=[CH:11][CH:10]=1)[C:6]([OH:34])=[O:5])[C:28]1[CH:33]=[CH:32][CH:31]=[CH:30][CH:29]=1. The catalyst class is: 4. (3) Reactant: [CH3:1][O:2][C:3](=[O:17])[C:4]1[CH:9]=[CH:8][C:7]([F:10])=[C:6]([O:11][CH2:12][CH2:13][C:14]([OH:16])=O)[CH:5]=1.P(Cl)(Cl)(Cl)(Cl)Cl.[Al+3].[Cl-].[Cl-].[Cl-]. Product: [CH3:1][O:2][C:3]([C:4]1[C:5]2[C:14](=[O:16])[CH2:13][CH2:12][O:11][C:6]=2[C:7]([F:10])=[CH:8][CH:9]=1)=[O:17]. The catalyst class is: 448. (4) Reactant: O(C1C=C(O)C=CC=1)C1C=CC=CC=1.C(=O)([O-])[O-].[K+].[K+].F[C:22]1[CH:29]=[CH:28]C(C#N)=[CH:24][C:23]=1[C:30]#N.[O:32]([C:39]1[CH:40]=[C:41]([CH:53]=[CH:54][CH:55]=1)[O:42][C:43]1[CH:44]=[C:45]([C:51]#[N:52])[CH:46]=[C:47]([CH:50]=1)[C:48]#[N:49])[C:33]1[CH:38]=[CH:37][CH:36]=[CH:35][CH:34]=1. Product: [CH3:28][CH2:29][CH2:22][CH:23]([CH3:30])[CH3:24].[O:32]([C:39]1[CH:40]=[C:41]([CH:53]=[CH:54][CH:55]=1)[O:42][C:43]1[CH:50]=[C:47]([C:48]#[N:49])[CH:46]=[C:45]([CH:44]=1)[C:51]#[N:52])[C:33]1[CH:34]=[CH:35][CH:36]=[CH:37][CH:38]=1. The catalyst class is: 264.